Dataset: Reaction yield outcomes from USPTO patents with 853,638 reactions. Task: Predict the reaction yield, written as a fraction of the theoretical maximum amount of product (1.0 means a 100% yield; for example, 0.34 means a 34% yield). (1) The reactants are [Cl:1][C:2]1[CH:3]=[C:4]([CH:14]=[CH:15][CH:16]=1)[C:5]([O:7][N:8]=[C:9]([NH2:13])[CH:10]([OH:12])[CH3:11])=O.C([O-])(=O)C.[Na+]. The catalyst is C(O)C.O. The product is [Cl:1][C:2]1[CH:3]=[C:4]([C:5]2[O:7][N:8]=[C:9]([CH:10]([OH:12])[CH3:11])[N:13]=2)[CH:14]=[CH:15][CH:16]=1. The yield is 0.250. (2) The reactants are [C-:1]#[N:2].[Na+].Br[CH2:5][C:6]1[CH:11]=[CH:10][C:9]([O:12][CH3:13])=[C:8]([O:14][C:15]([F:18])([F:17])[F:16])[CH:7]=1. The catalyst is CN(C=O)C. The product is [CH3:13][O:12][C:9]1[CH:10]=[CH:11][C:6]([CH2:5][C:1]#[N:2])=[CH:7][C:8]=1[O:14][C:15]([F:18])([F:17])[F:16]. The yield is 0.900. (3) The reactants are [CH3:1][N:2]1[C:6]2=[N:7][CH:8]=[C:9]([C:11]([OH:13])=O)[CH:10]=[C:5]2[CH:4]=[CH:3]1.[F:14][C:15]1[C:20]([NH2:21])=[CH:19][CH:18]=[C:17]([F:22])[N:16]=1.O. The catalyst is C(Cl)Cl.N1C=CC=CC=1. The product is [F:14][C:15]1[C:20]([NH:21][C:11]([C:9]2[CH:10]=[C:5]3[CH:4]=[CH:3][N:2]([CH3:1])[C:6]3=[N:7][CH:8]=2)=[O:13])=[CH:19][CH:18]=[C:17]([F:22])[N:16]=1. The yield is 0.725.